From a dataset of hERG potassium channel inhibition data for cardiac toxicity prediction from Karim et al.. Regression/Classification. Given a drug SMILES string, predict its toxicity properties. Task type varies by dataset: regression for continuous values (e.g., LD50, hERG inhibition percentage) or binary classification for toxic/non-toxic outcomes (e.g., AMES mutagenicity, cardiotoxicity, hepatotoxicity). Dataset: herg_karim. (1) The molecule is COC1COCCC1N[C@@H]1C[C@H]2CN(C(=O)OCC3CCOCC3)C[C@@]2(C(=O)N2CCc3ncc(C(F)(F)F)cc3C2)C1. The result is 0 (non-blocker). (2) The compound is CSc1ccc(-c2cccc(-n3cc(C(=O)NC(C)C)c(=O)c4cccnc43)c2)cc1. The result is 1 (blocker). (3) The compound is Cc1c(Cl)ccc2c1N1[C@H](CNC[C@H]1C)C2. The result is 1 (blocker). (4) The drug is C[C@@H]1CCCN1CCCOc1ccc(N2CCN(C(=O)c3ccc(F)cc3F)CC2=O)cc1. The result is 0 (non-blocker). (5) The result is 0 (non-blocker). The drug is CNC(=O)c1ccccc1Sc1ccc2c(C=Cc3ccccn3)n[nH]c2c1. (6) The molecule is Cc1ccc2c(N3CCN(CCc4cccc5c4OCc4c(C(=O)N6CCCCC6)ncn4-5)CC3)cccc2n1. The result is 1 (blocker). (7) The molecule is COC(=O)C(CCC(=O)N1CCN(c2ccccc2OC)CC1)(c1ccc(Br)cc1)C(C)C. The result is 0 (non-blocker).